From a dataset of Full USPTO retrosynthesis dataset with 1.9M reactions from patents (1976-2016). Predict the reactants needed to synthesize the given product. (1) Given the product [C:40]1(=[O:47])[N:41]([O:42][CH2:43][C:44]([O:46][C:5]([CH3:10])([CH3:6])[CH3:4])=[O:45])[C:37](=[O:52])[C:38]2=[CH:51][CH:50]=[CH:49][CH:48]=[C:39]12, predict the reactants needed to synthesize it. The reactants are: O1[C:10]2[C:5](=[CH:6]C=CC=2)[CH2:4]CC1.COCOC1C(C)=C2C(=C(C)C=1C)OC(CCN1CCNCC1)(C)CC2.[C:37]1(=[O:52])[N:41]([O:42][CH2:43][C:44]([OH:46])=[O:45])[C:40](=[O:47])[C:39]2=[CH:48][CH:49]=[CH:50][CH:51]=[C:38]12.ON1C(=O)CCC1=O.C1(N=C=NC2CCCCC2)CCCCC1. (2) Given the product [NH:39]1[CH:43]=[C:42]([CH2:44][NH:45][C:16](=[O:18])[NH:15][C@@H:10]([CH2:9][C:6]2[CH:5]=[CH:4][C:3]([O:2][CH3:1])=[CH:8][CH:7]=2)[C:11]([O:13][CH3:14])=[O:12])[N:41]=[CH:40]1, predict the reactants needed to synthesize it. The reactants are: [CH3:1][O:2][C:3]1[CH:8]=[CH:7][C:6]([CH2:9][C@H:10]([NH:15][C:16]([O:18]C2C=CC([N+]([O-])=O)=CC=2)=O)[C:11]([O:13][CH3:14])=[O:12])=[CH:5][CH:4]=1.C(N(C(C)C)CC)(C)C.Cl.Cl.[NH:39]1[CH:43]=[C:42]([CH2:44][NH2:45])[N:41]=[CH:40]1.O. (3) The reactants are: [CH3:1][S:2](Cl)(=[O:4])=[O:3].[NH2:6][C:7]1[CH:15]=[CH:14][CH:13]=[C:12]2[C:8]=1[CH:9]=[CH:10][N:11]2[C:16]([C:23]1[CH:28]=[CH:27][C:26]([Cl:29])=[CH:25][CH:24]=1)([CH2:21][CH3:22])[C:17]([O:19][CH3:20])=[O:18].CN1CCOCC1. Given the product [Cl:29][C:26]1[CH:25]=[CH:24][C:23]([C:16]([N:11]2[C:12]3[C:8](=[C:7]([NH:6][S:2]([CH3:1])(=[O:4])=[O:3])[CH:15]=[CH:14][CH:13]=3)[CH:9]=[CH:10]2)([CH2:21][CH3:22])[C:17]([O:19][CH3:20])=[O:18])=[CH:28][CH:27]=1, predict the reactants needed to synthesize it. (4) Given the product [OH:30][CH2:29][CH2:28][S:25]([CH2:24][C:22]1[CH:21]=[C:20]([N:31]2[CH2:36][CH2:35][O:34][CH2:33][C@@H:32]2[CH3:37])[N:19]=[C:18]([C:15]2[CH:14]=[CH:13][C:12]([NH:11][C:2](=[O:3])[O:4][C:5]3[CH:10]=[CH:9][CH:8]=[CH:7][CH:6]=3)=[CH:17][CH:16]=2)[N:23]=1)(=[O:26])=[O:27], predict the reactants needed to synthesize it. The reactants are: Cl[C:2]([O:4][C:5]1[CH:10]=[CH:9][CH:8]=[CH:7][CH:6]=1)=[O:3].[NH2:11][C:12]1[CH:17]=[CH:16][C:15]([C:18]2[N:23]=[C:22]([CH2:24][S:25]([CH2:28][CH2:29][OH:30])(=[O:27])=[O:26])[CH:21]=[C:20]([N:31]3[CH2:36][CH2:35][O:34][CH2:33][C@@H:32]3[CH3:37])[N:19]=2)=[CH:14][CH:13]=1.C(=O)(O)[O-].[Na+].O. (5) Given the product [F:1][C:2]1[CH:7]=[CH:6][CH:5]=[C:4]([F:8])[C:3]=1[N:9]1[C:14]2[N:15]=[C:16]([NH:36][CH:37]3[CH2:42][CH2:41][NH:40][CH2:39][CH2:38]3)[N:17]=[C:18]([C:19]3[CH:24]=[C:23]([CH:22]=[CH:21][C:20]=3[CH3:35])[C:25]([NH:27][CH2:28][C:29]3[CH:30]=[CH:31][CH:32]=[CH:33][CH:34]=3)=[O:26])[C:13]=2[CH2:12][NH:11][C:10]1=[O:50], predict the reactants needed to synthesize it. The reactants are: [F:1][C:2]1[CH:7]=[CH:6][CH:5]=[C:4]([F:8])[C:3]=1[N:9]1[C:14]2[N:15]=[C:16]([NH:36][CH:37]3[CH2:42][CH2:41][N:40](C(OC(C)(C)C)=O)[CH2:39][CH2:38]3)[N:17]=[C:18]([C:19]3[CH:24]=[C:23]([C:25]([NH:27][CH2:28][C:29]4[CH:34]=[CH:33][CH:32]=[CH:31][CH:30]=4)=[O:26])[CH:22]=[CH:21][C:20]=3[CH3:35])[C:13]=2[CH2:12][NH:11][C:10]1=[O:50].FC(F)(F)C(O)=O. (6) Given the product [CH3:1][O:2][C:3]([C:5]1[N:6]([CH3:26])[N:7]=[C:8]([O:10][CH2:11][C:12]2[C:13]([C:19]3[CH:20]=[CH:21][C:22]([F:25])=[CH:23][CH:24]=3)=[N:14][O:15][C:16]=2[CH2:17][OH:18])[CH:9]=1)=[O:4], predict the reactants needed to synthesize it. The reactants are: [CH3:1][O:2][C:3]([C:5]1[N:6]([CH3:26])[N:7]=[C:8]([O:10][CH2:11][C:12]2[C:13]([C:19]3[CH:24]=[CH:23][C:22]([F:25])=[CH:21][CH:20]=3)=[N:14][O:15][C:16]=2[CH:17]=[O:18])[CH:9]=1)=[O:4].[BH4-].[Na+].C(O)(=O)CC(CC(O)=O)(C(O)=O)O.